This data is from NCI-60 drug combinations with 297,098 pairs across 59 cell lines. The task is: Regression. Given two drug SMILES strings and cell line genomic features, predict the synergy score measuring deviation from expected non-interaction effect. Drug 1: CC1CCC2CC(C(=CC=CC=CC(CC(C(=O)C(C(C(=CC(C(=O)CC(OC(=O)C3CCCCN3C(=O)C(=O)C1(O2)O)C(C)CC4CCC(C(C4)OC)OCCO)C)C)O)OC)C)C)C)OC. Drug 2: C1C(C(OC1N2C=NC3=C2NC=NCC3O)CO)O. Cell line: UACC62. Synergy scores: CSS=13.0, Synergy_ZIP=-3.94, Synergy_Bliss=0.353, Synergy_Loewe=-26.3, Synergy_HSA=0.425.